This data is from Catalyst prediction with 721,799 reactions and 888 catalyst types from USPTO. The task is: Predict which catalyst facilitates the given reaction. Product: [CH3:42][Si:2]([CH3:1])([CH2:31][CH2:32][CH2:33][O:34][Si:35]([CH2:40][CH3:41])([CH2:38][CH3:39])[CH2:36][CH3:37])[CH2:3][CH2:4][C:5]1[C:17]2[CH2:16][N:15]3[C:10](=[CH:11][C:12]4[C:22]([O:23][C:49](=[O:50])[O:60][CH2:53][C:54]5[CH:59]=[CH:58][CH:57]=[CH:56][CH:55]=5)([CH2:24][CH3:25])[C:21](=[O:26])[O:20][CH2:19][C:13]=4[C:14]3=[O:18])[C:9]=2[N:8]=[C:7]2[CH:27]=[CH:28][CH:29]=[CH:30][C:6]=12. Reactant: [CH3:1][Si:2]([CH3:42])([CH2:31][CH2:32][CH2:33][O:34][Si:35]([CH2:40][CH3:41])([CH2:38][CH3:39])[CH2:36][CH3:37])[CH2:3][CH2:4][C:5]1[C:17]2[CH2:16][N:15]3[C:10](=[CH:11][C:12]4[C:22]([CH2:24][CH3:25])([OH:23])[C:21](=[O:26])[O:20][CH2:19][C:13]=4[C:14]3=[O:18])[C:9]=2[N:8]=[C:7]2[CH:27]=[CH:28][CH:29]=[CH:30][C:6]=12.N1C=CC=CC=1.[C:49](Cl)(Cl)=[O:50].[CH2:53]([OH:60])[C:54]1[CH:59]=[CH:58][CH:57]=[CH:56][CH:55]=1. The catalyst class is: 119.